This data is from Full USPTO retrosynthesis dataset with 1.9M reactions from patents (1976-2016). The task is: Predict the reactants needed to synthesize the given product. (1) Given the product [NH2:1][C:2]1[N:7]=[C:6]([NH:8][C@H:9]([C:11]2[N:12]([C:23]3[CH:28]=[CH:27][CH:26]=[CH:25][CH:24]=3)[C:13](=[O:22])[C:14]3[C:19]([CH:20]=2)=[CH:18][CH:17]=[CH:16][C:15]=3[C:35]2[CH:36]=[N:37][CH:38]=[C:33]([O:32][CH3:31])[CH:34]=2)[CH3:10])[C:5]([C:29]#[N:30])=[CH:4][N:3]=1, predict the reactants needed to synthesize it. The reactants are: [NH2:1][C:2]1[N:7]=[C:6]([NH:8][C@H:9]([C:11]2[N:12]([C:23]3[CH:28]=[CH:27][CH:26]=[CH:25][CH:24]=3)[C:13](=[O:22])[C:14]3[C:19]([CH:20]=2)=[CH:18][CH:17]=[CH:16][C:15]=3Cl)[CH3:10])[C:5]([C:29]#[N:30])=[CH:4][N:3]=1.[CH3:31][O:32][C:33]1[CH:34]=[C:35](B(O)O)[CH:36]=[N:37][CH:38]=1.C([O-])([O-])=O.[Na+].[Na+]. (2) Given the product [NH2:8][C@@H:9]1[CH2:13][CH2:12][N:11]([C:14]2[N:19]([CH3:20])[C:18](=[O:21])[CH:17]=[C:16]([C:22]3[CH:23]=[CH:24][N:25]=[CH:26][CH:27]=3)[N:15]=2)[CH2:10]1, predict the reactants needed to synthesize it. The reactants are: C([NH:8][C@@H:9]1[CH2:13][CH2:12][N:11]([C:14]2[N:19]([CH3:20])[C:18](=[O:21])[CH:17]=[C:16]([C:22]3[CH:27]=[CH:26][N:25]=[CH:24][CH:23]=3)[N:15]=2)[CH2:10]1)C1C=CC=CC=1.C([O-])=O.[NH4+].CO. (3) The reactants are: [O:1]1[C:5]2[CH:6]=[CH:7][C:8]([C:10]3[CH:30]=[CH:29][C:13]([CH2:14][S:15]([NH:18][C:19]4[CH:27]=[CH:26][C:22]([C:23]([OH:25])=[O:24])=[C:21]([OH:28])[CH:20]=4)(=[O:17])=[O:16])=[CH:12][CH:11]=3)=[CH:9][C:4]=2[CH2:3][CH2:2]1.[C:31](N1C=CN=C1)(N1C=CN=C1)=O.CO.N1C=CC=CC=1. Given the product [O:1]1[C:5]2[CH:6]=[CH:7][C:8]([C:10]3[CH:11]=[CH:12][C:13]([CH2:14][S:15]([NH:18][C:19]4[CH:27]=[CH:26][C:22]([C:23]([O:25][CH3:31])=[O:24])=[C:21]([OH:28])[CH:20]=4)(=[O:16])=[O:17])=[CH:29][CH:30]=3)=[CH:9][C:4]=2[CH2:3][CH2:2]1, predict the reactants needed to synthesize it. (4) Given the product [Br:10][C:8]1[CH:9]=[C:4]2[C:5](=[CH:6][CH:7]=1)[O:11][CH:18]([CH2:17][CH:13]1[CH2:14][CH2:15][CH2:16][O:12]1)[CH2:2][C:1]2=[O:3], predict the reactants needed to synthesize it. The reactants are: [C:1]([C:4]1[CH:9]=[C:8]([Br:10])[CH:7]=[CH:6][C:5]=1[OH:11])(=[O:3])[CH3:2].[O:12]1[CH2:16][CH2:15][CH2:14][CH:13]1[CH2:17][CH:18]=O. (5) Given the product [C:1]1([P:7]([C:17]2[CH:22]=[CH:21][CH:20]=[CH:19][CH:18]=2)[C:8]2[CH:16]=[CH:15][CH:14]=[CH:13][C:9]=2[C:10]([O-:12])=[O:11])[CH:2]=[CH:3][CH:4]=[CH:5][CH:6]=1.[Na+:24], predict the reactants needed to synthesize it. The reactants are: [C:1]1([P:7]([C:17]2[CH:22]=[CH:21][CH:20]=[CH:19][CH:18]=2)[C:8]2[CH:16]=[CH:15][CH:14]=[CH:13][C:9]=2[C:10]([OH:12])=[O:11])[CH:6]=[CH:5][CH:4]=[CH:3][CH:2]=1.[H-].[Na+:24]. (6) Given the product [CH3:1][O:2][CH2:3][CH:4]([O:6][C:7]1[CH:8]=[C:9]([CH:14]=[C:15]([O:17][C:18]2[CH:23]=[CH:22][C:21]([C:24]3[O:25][C:26]([CH3:29])=[N:27][N:28]=3)=[CH:20][CH:19]=2)[CH:16]=1)[C:10]([OH:12])=[O:11])[CH3:5], predict the reactants needed to synthesize it. The reactants are: [CH3:1][O:2][CH2:3][CH:4]([O:6][C:7]1[CH:8]=[C:9]([CH:14]=[C:15]([O:17][C:18]2[CH:23]=[CH:22][C:21]([C:24]3[O:25][C:26]([CH3:29])=[N:27][N:28]=3)=[CH:20][CH:19]=2)[CH:16]=1)[C:10]([O:12]C)=[O:11])[CH3:5].[OH-].[Na+]. (7) Given the product [Br:1][C:2]1[CH:3]=[CH:4][C:5]([C:8]2[O:12][N:11]=[C:10]([CH3:13])[C:9]=2[C:14]([N:27]2[CH2:28][CH2:29][N:24]([C:19]3[CH:20]=[CH:21][CH:22]=[CH:23][C:18]=3[CH3:17])[CH2:25][CH2:26]2)=[O:16])=[CH:6][CH:7]=1, predict the reactants needed to synthesize it. The reactants are: [Br:1][C:2]1[CH:7]=[CH:6][C:5]([C:8]2[O:12][N:11]=[C:10]([CH3:13])[C:9]=2[C:14]([OH:16])=O)=[CH:4][CH:3]=1.[CH3:17][C:18]1[CH:23]=[CH:22][CH:21]=[CH:20][C:19]=1[N:24]1[CH2:29][CH2:28][NH:27][CH2:26][CH2:25]1.ON1C2C=CC=CC=2N=N1.Cl.CN(C)CCCN=C=NCC. (8) The reactants are: [CH2:1]([OH:4])[CH2:2][OH:3].C1(C)C=CC(S(O)(=O)=O)=CC=1.[C:16]([C:18]1([C:25]2[S:26][CH:27]=[CH:28][CH:29]=2)[CH2:23][CH2:22][C:21](=O)[CH2:20][CH2:19]1)#[N:17].O. Given the product [C:16]([C:18]1([C:25]2[S:26][CH:27]=[CH:28][CH:29]=2)[CH2:19][CH2:20][C:21]2([O:4][CH2:1][CH2:2][O:3]2)[CH2:22][CH2:23]1)#[N:17], predict the reactants needed to synthesize it. (9) Given the product [CH3:22][O:20][C:19](=[O:21])[CH2:18][CH:17]1[C:10]2[C:11](=[CH:12][CH:13]=[C:8]([O:7][CH3:6])[CH:9]=2)[C:14](=[O:15])[CH2:16]1, predict the reactants needed to synthesize it. The reactants are: S(=O)(=O)(O)O.[CH3:6][O:7][C:8]1[CH:13]=[CH:12][C:11]2[C:14]([CH2:16][CH:17]([CH2:18][C:19]([OH:21])=[O:20])[C:10]=2[CH:9]=1)=[O:15].[CH3:22]O. (10) The reactants are: [CH3:1][CH:2]1[C:6](=[O:7])[CH2:5][CH2:4][C:3]1=[O:8].[NH2:9][C:10]1[CH:18]=[CH:17][C:13]([C:14]([OH:16])=[O:15])=[CH:12][C:11]=1[CH3:19]. Given the product [CH3:19][C:11]1[CH:12]=[C:13]([CH:17]=[CH:18][C:10]=1[NH:9][C:6]1[CH2:5][CH2:4][C:3](=[O:8])[C:2]=1[CH3:1])[C:14]([OH:16])=[O:15].[CH3:5][CH2:6][OH:7], predict the reactants needed to synthesize it.